Dataset: Full USPTO retrosynthesis dataset with 1.9M reactions from patents (1976-2016). Task: Predict the reactants needed to synthesize the given product. (1) Given the product [Cl:17][C:18]1[CH:26]=[CH:25][C:21]([C:22]([NH:16][C:3]2[C:2]([Cl:1])=[N:7][CH:6]=[N:5][C:4]=2[NH:8][C:9]2[CH:10]=[CH:11][C:12]([Cl:15])=[CH:13][CH:14]=2)=[O:23])=[C:20]([F:27])[CH:19]=1, predict the reactants needed to synthesize it. The reactants are: [Cl:1][C:2]1[N:7]=[CH:6][N:5]=[C:4]([NH:8][C:9]2[CH:14]=[CH:13][C:12]([Cl:15])=[CH:11][CH:10]=2)[C:3]=1[NH2:16].[Cl:17][C:18]1[CH:26]=[CH:25][C:21]([C:22](Cl)=[O:23])=[C:20]([F:27])[CH:19]=1. (2) The reactants are: [OH:1][C@H:2]1[CH2:21][CH2:20][C@@:19]2([CH3:22])[C:4](=[CH:5][CH:6]=[C:7]3[C@@H:18]2[CH2:17][CH2:16][C@@:15]2([CH3:23])[C@H:8]3[CH2:9][CH2:10][C@@H:11]2[C:12](=[O:14])[CH3:13])[CH2:3]1.[CH3:24][C:25]([C@@H:27]1[C@@:31]2([CH3:49])[CH2:32][CH2:33][C@@H:34]3[C@@:39]4([CH3:48])[CH2:40][CH2:41][C@H:42]([O:44]C(C)=O)[CH2:43][C:38]4=[CH:37][CH2:36][C@H:35]3[C@@H:30]2[CH2:29][CH2:28]1)=[O:26]. Given the product [OH:1][C@H:2]1[CH2:21][CH2:20][C@@:19]2([CH3:22])[C:4](=[CH:5][CH:24]=[C:17]3[C@@H:18]2[CH2:7][CH2:8][C@@:9]2([CH3:10])[C@H:16]3[CH2:15][CH2:11][C:12]2=[O:14])[CH2:3]1.[OH:44][C@H:42]1[CH2:41][CH2:40][C@@:39]2([CH3:48])[C:38]([CH:37]=[CH:36][C@@H:35]3[C@@H:34]2[CH2:33][CH2:32][C@@:31]2([CH3:49])[C@H:30]3[CH2:29][CH2:28][C@@H:27]2[C:25](=[O:26])[CH3:24])=[CH:43]1.[OH:1][C@H:2]1[CH2:21][CH2:20][C@@:19]2([CH3:22])[C:4](=[CH:5][CH:6]=[C:7]3[C@@H:18]2[CH2:17][CH2:16][C@@:15]2([CH3:23])[C@H:8]3[CH2:9][CH2:10][C@@H:11]2[C:12](=[O:14])[CH3:13])[CH2:3]1, predict the reactants needed to synthesize it. (3) Given the product [F:26][C:24]1[CH:25]=[C:20]([OH:19])[CH:21]=[C:22]([F:36])[C:23]=1[C:2]1[N:7]=[C:6]([C:8]([O:10][CH3:11])=[O:9])[CH:5]=[CH:4][CH:3]=1, predict the reactants needed to synthesize it. The reactants are: Br[C:2]1[N:7]=[C:6]([C:8]([O:10][CH3:11])=[O:9])[CH:5]=[CH:4][CH:3]=1.C([Si]([O:19][C:20]1[CH:25]=[C:24]([F:26])[C:23](B2OC(C)(C)C(C)(C)O2)=[C:22]([F:36])[CH:21]=1)(C)C)(C)(C)C. (4) Given the product [ClH:8].[NH2:34][CH2:31][CH2:30][O:29][C:23]1[CH:22]=[C:21]2[C:26]([C:17]([NH:16][C:11]3[CH:12]=[CH:13][C:14]([Cl:15])=[C:9]([Cl:8])[CH:10]=3)=[N:18][CH:19]=[N:20]2)=[CH:25][C:24]=1[O:27][CH3:28], predict the reactants needed to synthesize it. The reactants are: FC(F)(F)C(O)=O.[Cl:8][C:9]1[CH:10]=[C:11]([NH:16][C:17]2[C:26]3[C:21](=[CH:22][C:23]([OH:29])=[C:24]([O:27][CH3:28])[CH:25]=3)[N:20]=[CH:19][N:18]=2)[CH:12]=[CH:13][C:14]=1[Cl:15].[CH3:30][C:31]([N:34](CCBr)C(=O)[O-])(C)C.C(=O)([O-])[O-].[K+].[K+].Cl. (5) Given the product [CH3:3][N:2]([CH3:1])[CH2:4][C:5]1[CH:6]=[CH:7][C:8]([O:11][C:19]2[CH:24]=[CH:23][N:22]=[CH:21][C:20]=2[N+:25]([O-:27])=[O:26])=[CH:9][N:10]=1, predict the reactants needed to synthesize it. The reactants are: [CH3:1][N:2]([CH2:4][C:5]1[N:10]=[CH:9][C:8]([OH:11])=[CH:7][CH:6]=1)[CH3:3].C([O-])([O-])=O.[K+].[K+].Cl[C:19]1[CH:24]=[CH:23][N:22]=[CH:21][C:20]=1[N+:25]([O-:27])=[O:26].